This data is from Reaction yield outcomes from USPTO patents with 853,638 reactions. The task is: Predict the reaction yield, written as a fraction of the theoretical maximum amount of product (1.0 means a 100% yield; for example, 0.34 means a 34% yield). The catalyst is C1C=CC(/C=C/C(/C=C/C2C=CC=CC=2)=O)=CC=1.C1C=CC(/C=C/C(/C=C/C2C=CC=CC=2)=O)=CC=1.C1C=CC(/C=C/C(/C=C/C2C=CC=CC=2)=O)=CC=1.[Pd].[Pd].O1CCOCC1. The yield is 0.940. The product is [CH3:8][N:6]1[C:5](=[O:9])[C:4]([NH:10][C:11]2[CH:16]=[CH:15][C:14]([C:17]([N:19]3[CH2:24][CH2:23][O:22][CH2:21][C@H:20]3[CH3:25])=[O:18])=[CH:13][N:12]=2)=[CH:3][C:2]([B:26]([OH:30])[OH:27])=[CH:7]1. The reactants are Br[C:2]1[CH:3]=[C:4]([NH:10][C:11]2[CH:16]=[CH:15][C:14]([C:17]([N:19]3[CH2:24][CH2:23][O:22][CH2:21][C@H:20]3[CH3:25])=[O:18])=[CH:13][N:12]=2)[C:5](=[O:9])[N:6]([CH3:8])[CH:7]=1.[B:26]1(B2OC(C)(C)C(C)(C)O2)[O:30]C(C)(C)C(C)(C)[O:27]1.CC(C1C=C(C(C)C)C(C2C=CC=CC=2P(C2CCCCC2)C2CCCCC2)=C(C(C)C)C=1)C.C([O-])(=O)C.[K+].